Dataset: Forward reaction prediction with 1.9M reactions from USPTO patents (1976-2016). Task: Predict the product of the given reaction. (1) Given the reactants [OH:1][CH2:2][CH2:3][C:4]#[C:5][C:6]1[CH:15]=[C:14]2[C:9]([CH:10]=[CH:11][C:12](=[O:16])[O:13]2)=[CH:8][CH:7]=1, predict the reaction product. The product is: [OH:1][CH2:2][CH2:3][CH2:4][CH2:5][C:6]1[CH:15]=[C:14]2[C:9]([CH:10]=[CH:11][C:12](=[O:16])[O:13]2)=[CH:8][CH:7]=1. (2) The product is: [OH:8][CH2:7][CH:3]1[CH2:4][CH2:5][CH2:6][N:1]([C:11](=[O:15])[CH2:12][CH2:13][CH3:14])[CH2:2]1. Given the reactants [NH:1]1[CH2:6][CH2:5][CH2:4][CH:3]([CH2:7][OH:8])[CH2:2]1.[OH-].[Na+].[C:11](Cl)(=[O:15])[CH2:12][CH2:13][CH3:14], predict the reaction product. (3) Given the reactants [N:1]([C:4]1[CH:9]=[CH:8][N:7]=[CH:6][C:5]=1[CH:10]=O)=[N+:2]=[N-:3].[Cl:12][C:13]1[CH:18]=[C:17]([F:19])[CH:16]=[C:15]([Cl:20])[C:14]=1[NH2:21].C(N(CC)CC)C, predict the reaction product. The product is: [N:1]([C:4]1[CH:9]=[CH:8][N:7]=[CH:6][C:5]=1/[CH:10]=[N:21]/[C:14]1[C:13]([Cl:12])=[CH:18][C:17]([F:19])=[CH:16][C:15]=1[Cl:20])=[N+:2]=[N-:3]. (4) The product is: [Cl:5][S:1]([C:12]1[CH:11]=[CH:10][C:9]([C:15]2[CH:20]=[CH:19][C:18]([C:21]3[CH:22]=[CH:23][C:24]([S:1]([Cl:5])(=[O:4])=[O:3])=[CH:25][CH:26]=3)=[CH:17][CH:16]=2)=[CH:14][CH:13]=1)(=[O:4])=[O:3]. Given the reactants [S:1]([Cl:5])(=[O:4])(=[O:3])O.C(Cl)Cl.[C:9]1([C:15]2[CH:20]=[CH:19][C:18]([C:21]3[CH:26]=[CH:25][CH:24]=[CH:23][CH:22]=3)=[CH:17][CH:16]=2)[CH:14]=[CH:13][CH:12]=[CH:11][CH:10]=1.C(Cl)(Cl)Cl, predict the reaction product. (5) Given the reactants Br[C:2]1[CH:3]=[CH:4][C:5]([NH:11][C:12]2[C:17]([CH3:18])=[CH:16][C:15]([CH3:19])=[CH:14][C:13]=2[CH3:20])=[C:6]([CH:10]=1)[C:7]([NH2:9])=[O:8].[CH3:21][N:22]1[C:26](B(O)O)=[CH:25][CH:24]=[N:23]1.C([O-])([O-])=O.[Cs+].[Cs+].C(COC)OC, predict the reaction product. The product is: [CH3:21][N:22]1[C:26]([C:2]2[CH:3]=[CH:4][C:5]([NH:11][C:12]3[C:17]([CH3:18])=[CH:16][C:15]([CH3:19])=[CH:14][C:13]=3[CH3:20])=[C:6]([CH:10]=2)[C:7]([NH2:9])=[O:8])=[CH:25][CH:24]=[N:23]1. (6) Given the reactants [CH3:1][O:2][CH2:3][O:4][CH3:5].[C:6](Cl)(=[O:8])C.[OH:10][C:11]1[CH:18]=C(O)[CH:16]=[C:15]([OH:20])[C:12]=1[CH:13]=[O:14].[CH3:21]CN(C(C)C)C(C)C, predict the reaction product. The product is: [OH:20][C:15]1[CH:16]=[C:1]([O:2][CH2:3][O:4][CH3:5])[CH:18]=[C:11]([O:10][CH2:21][O:8][CH3:6])[C:12]=1[CH:13]=[O:14].